Task: Regression. Given a peptide amino acid sequence and an MHC pseudo amino acid sequence, predict their binding affinity value. This is MHC class II binding data.. Dataset: Peptide-MHC class II binding affinity with 134,281 pairs from IEDB (1) The peptide sequence is GAVDIINKWQVVAPQ. The MHC is HLA-DPA10201-DPB10501 with pseudo-sequence HLA-DPA10201-DPB10501. The binding affinity (normalized) is 0. (2) The peptide sequence is ISPSFLVYSFFVHDL. The MHC is DRB1_0401 with pseudo-sequence DRB1_0401. The binding affinity (normalized) is 0.443. (3) The peptide sequence is KDAMGKPVPYCYDTN. The MHC is DRB1_0101 with pseudo-sequence DRB1_0101. The binding affinity (normalized) is 0.664. (4) The peptide sequence is QASPDLLRGLLSTFI. The MHC is DRB1_1302 with pseudo-sequence DRB1_1302. The binding affinity (normalized) is 0.535. (5) The peptide sequence is TVAAAPQVKYAVFEA. The MHC is DRB1_0802 with pseudo-sequence DRB1_0802. The binding affinity (normalized) is 0.405.